Dataset: Forward reaction prediction with 1.9M reactions from USPTO patents (1976-2016). Task: Predict the product of the given reaction. (1) Given the reactants [F:1][C:2]1[CH:7]=[C:6]([F:8])[C:5]([CH3:9])=[CH:4][C:3]=1B1OC(C)(C)C(C)(C)O1.[OH-:19].[Na+].OO.Cl, predict the reaction product. The product is: [F:1][C:2]1[CH:7]=[C:6]([F:8])[C:5]([CH3:9])=[CH:4][C:3]=1[OH:19]. (2) Given the reactants [CH3:1][CH2:2][CH2:3][C:4]([O:6][C:7]1[CH:8]=[CH:9][C:10]([N+:13]([O-:15])=[O:14])=[CH:11][CH:12]=1)=[O:5], predict the reaction product. The product is: [C:4]([O-:6])(=[O:5])[CH2:3][CH2:2][CH3:1].[N+:13]([C:10]1[CH:11]=[CH:12][C:7]([O-:6])=[CH:8][CH:9]=1)([O-:15])=[O:14]. (3) Given the reactants [H-].[Na+].[OH:3][C:4]1[CH:9]=[CH:8][CH:7]=[CH:6][N:5]=1.[Br-].[Li+].[Cl:12][C:13]1[CH:18]=[CH:17][C:16]([C@@H:19]2[O:25][CH2:24][CH2:23][N:22]([C:26]([O:28][C:29]([CH3:32])([CH3:31])[CH3:30])=[O:27])[CH2:21][C@H:20]2[CH2:33]OS(C)(=O)=O)=[CH:15][C:14]=1[F:39], predict the reaction product. The product is: [Cl:12][C:13]1[CH:18]=[CH:17][C:16]([C@@H:19]2[O:25][CH2:24][CH2:23][N:22]([C:26]([O:28][C:29]([CH3:31])([CH3:30])[CH3:32])=[O:27])[CH2:21][C@H:20]2[CH2:33][N:5]2[CH:6]=[CH:7][CH:8]=[CH:9][C:4]2=[O:3])=[CH:15][C:14]=1[F:39]. (4) Given the reactants [C:1]([N:11]1[CH2:15]C=CC1)([O:3][CH2:4][C:5]1[CH:10]=[CH:9][CH:8]=[CH:7][CH:6]=1)=[O:2].C[N+]1([O-])CC[O:20]CC1.OS([O-])=O.[Na+].[CH3:29][C:30]([CH3:32])=[O:31], predict the reaction product. The product is: [OH:31][CH:30]1[CH:32]([OH:20])[CH2:15][N:11]([C:1]([O:3][CH2:4][C:5]2[CH:10]=[CH:9][CH:8]=[CH:7][CH:6]=2)=[O:2])[CH2:29]1. (5) Given the reactants [C:1]([C:3]1[CH:22]=[CH:21][C:6]([O:7][C:8]2[C:9]([O:19][CH3:20])=[N:10][N:11]([CH2:15][C:16](O)=[O:17])[C:12]=2[CH2:13][CH3:14])=[CH:5][CH:4]=1)#[N:2].C(Cl)(=O)C(Cl)=O.[NH3:29], predict the reaction product. The product is: [C:1]([C:3]1[CH:22]=[CH:21][C:6]([O:7][C:8]2[C:9]([O:19][CH3:20])=[N:10][N:11]([CH2:15][C:16]([NH2:29])=[O:17])[C:12]=2[CH2:13][CH3:14])=[CH:5][CH:4]=1)#[N:2]. (6) Given the reactants Cl.C(N=C=NCCCN(C)C)C.[Cl:13][C:14]1[CH:15]=[N:16][CH:17]=[C:18]([Cl:33])[C:19]=1[CH2:20][CH:21]([C:23]1[CH:28]=[CH:27][C:26]([O:29][CH3:30])=[C:25]([O:31][CH3:32])[CH:24]=1)[OH:22].[CH2:34]([C:38]1[CH:43]=[CH:42][C:41]([C@H:44]([CH3:48])[C:45](O)=[O:46])=[CH:40][CH:39]=1)[CH:35]([CH3:37])[CH3:36].[NH4+].[Cl-], predict the reaction product. The product is: [Cl:33][C:18]1[CH:17]=[N:16][CH:15]=[C:14]([Cl:13])[C:19]=1[CH2:20][CH:21]([O:22][C:45](=[O:46])[C@H:44]([C:41]1[CH:42]=[CH:43][C:38]([CH2:34][CH:35]([CH3:37])[CH3:36])=[CH:39][CH:40]=1)[CH3:48])[C:23]1[CH:28]=[CH:27][C:26]([O:29][CH3:30])=[C:25]([O:31][CH3:32])[CH:24]=1. (7) Given the reactants Cl[C:2]1[N:3]=[N:4][C:5]([C:8]2[O:12][N:11]=[C:10]([CH3:13])[N:9]=2)=[CH:6][CH:7]=1.[NH:14]1[CH2:18][CH2:17][C:16]2([C:22]3[CH:23]=[CH:24][CH:25]=[CH:26][C:21]=3[C:20](=[O:27])[O:19]2)[CH2:15]1.C(=O)([O-])[O-].[K+].[K+], predict the reaction product. The product is: [CH3:13][C:10]1[N:9]=[C:8]([C:5]2[N:4]=[N:3][C:2]([N:14]3[CH2:18][CH2:17][C:16]4([C:22]5[CH:23]=[CH:24][CH:25]=[CH:26][C:21]=5[C:20](=[O:27])[O:19]4)[CH2:15]3)=[CH:7][CH:6]=2)[O:12][N:11]=1.